Dataset: Forward reaction prediction with 1.9M reactions from USPTO patents (1976-2016). Task: Predict the product of the given reaction. (1) The product is: [NH2:20][C:19]1[C:15]([C:12]2[CH:13]=[CH:14][C:9]([Br:8])=[CH:10][CH:11]=2)=[N:16][O:17][C:18]=1[C:23]([NH2:25])=[O:24]. Given the reactants C1COCC1.CO.[Br:8][C:9]1[CH:14]=[CH:13][C:12]([C:15]2[C:19]([N+:20]([O-])=O)=[C:18]([C:23]([NH2:25])=[O:24])[O:17][N:16]=2)=[CH:11][CH:10]=1.[Cl-].[NH4+], predict the reaction product. (2) Given the reactants [CH3:1][O:2][C:3]1[N:8]=[C:7]([CH2:9][CH:10]2[NH:15][CH2:14][CH2:13][N:12]([S:16]([C:19]3[S:20][CH:21]=[CH:22][CH:23]=3)(=[O:18])=[O:17])[CH2:11]2)[CH:6]=[CH:5][CH:4]=1.Br[C:25]1[CH:30]=[CH:29][C:28]([C:31]([OH:40])([C:36]([F:39])([F:38])[F:37])[C:32]([F:35])([F:34])[F:33])=[CH:27][CH:26]=1.CC(C)([O-])C.[Na+], predict the reaction product. The product is: [F:33][C:32]([F:34])([F:35])[C:31]([C:28]1[CH:27]=[CH:26][C:25]([N:15]2[CH2:14][CH2:13][N:12]([S:16]([C:19]3[S:20][CH:21]=[CH:22][CH:23]=3)(=[O:17])=[O:18])[CH2:11][CH:10]2[CH2:9][C:7]2[CH:6]=[CH:5][CH:4]=[C:3]([O:2][CH3:1])[N:8]=2)=[CH:30][CH:29]=1)([OH:40])[C:36]([F:37])([F:39])[F:38]. (3) Given the reactants [ClH:1].[N:2]1[CH:7]=[CH:6][CH:5]=[C:4]([NH:8]/[N:9]=[CH:10]/[C:11](O)=O)[CH:3]=1.Cl[N:15]1C(=O)C[CH2:17][C:16]1=O.C(#N)C=C.C(=O)(O)[O-].[K+].[Cl-].[Na+], predict the reaction product. The product is: [Cl:1][C:10]1[CH2:11][CH:17]([C:16]#[N:15])[N:8]([C:4]2[CH:3]=[N:2][CH:7]=[CH:6][CH:5]=2)[N:9]=1. (4) Given the reactants [Br:1][C:2]1[CH:3]=[C:4]2[C:12](=[C:13]([C:15](=[O:17])[NH2:16])[CH:14]=1)[NH:11][C:10]1[CH2:9][CH2:8][CH:7]([C:18](O)=[O:19])[CH2:6][C:5]2=1.C(Cl)CCl.O.ON1C2C=CC=CC=2N=N1.[NH:36]1[CH2:41][CH2:40][O:39][CH2:38][CH2:37]1, predict the reaction product. The product is: [Br:1][C:2]1[CH:3]=[C:4]2[C:12](=[C:13]([C:15]([NH2:16])=[O:17])[CH:14]=1)[NH:11][C:10]1[CH2:9][CH2:8][CH:7]([C:18]([N:36]3[CH2:41][CH2:40][O:39][CH2:38][CH2:37]3)=[O:19])[CH2:6][C:5]2=1.